This data is from NCI-60 drug combinations with 297,098 pairs across 59 cell lines. The task is: Regression. Given two drug SMILES strings and cell line genomic features, predict the synergy score measuring deviation from expected non-interaction effect. (1) Drug 1: COC1=CC(=CC(=C1O)OC)C2C3C(COC3=O)C(C4=CC5=C(C=C24)OCO5)OC6C(C(C7C(O6)COC(O7)C8=CC=CS8)O)O. Drug 2: CS(=O)(=O)CCNCC1=CC=C(O1)C2=CC3=C(C=C2)N=CN=C3NC4=CC(=C(C=C4)OCC5=CC(=CC=C5)F)Cl. Cell line: CAKI-1. Synergy scores: CSS=56.2, Synergy_ZIP=2.06, Synergy_Bliss=3.12, Synergy_Loewe=3.86, Synergy_HSA=8.39. (2) Drug 1: C1CC(C1)(C(=O)O)C(=O)O.[NH2-].[NH2-].[Pt+2]. Drug 2: C1C(C(OC1N2C=NC3=C2NC=NCC3O)CO)O. Cell line: HS 578T. Synergy scores: CSS=1.75, Synergy_ZIP=0.00377, Synergy_Bliss=1.77, Synergy_Loewe=-0.192, Synergy_HSA=0.201. (3) Drug 1: CC1=C(C(CCC1)(C)C)C=CC(=CC=CC(=CC(=O)O)C)C. Drug 2: C1=NC2=C(N1)C(=S)N=CN2. Cell line: OVCAR3. Synergy scores: CSS=53.3, Synergy_ZIP=-1.10, Synergy_Bliss=-4.41, Synergy_Loewe=-29.1, Synergy_HSA=-3.60. (4) Drug 1: CC1=C2C(C(=O)C3(C(CC4C(C3C(C(C2(C)C)(CC1OC(=O)C(C(C5=CC=CC=C5)NC(=O)OC(C)(C)C)O)O)OC(=O)C6=CC=CC=C6)(CO4)OC(=O)C)O)C)O. Drug 2: C1CCC(C(C1)N)N.C(=O)(C(=O)[O-])[O-].[Pt+4]. Cell line: SK-MEL-5. Synergy scores: CSS=25.1, Synergy_ZIP=-11.4, Synergy_Bliss=-9.46, Synergy_Loewe=-35.3, Synergy_HSA=-3.87.